Dataset: Retrosynthesis with 50K atom-mapped reactions and 10 reaction types from USPTO. Task: Predict the reactants needed to synthesize the given product. (1) Given the product CCCOc1cc(OC)c2c(c1)C(=O)c1cccc(OCCN(CC)CC)c1-2, predict the reactants needed to synthesize it. The reactants are: CCCOc1cc(OC)c2c(c1)C(=O)c1cccc(O)c1-2.CCN(CC)CCCl. (2) Given the product CCc1cc(O)c(F)cc1-c1ccc2c(-c3nc4c([nH]3)CCN(C(=O)c3cnc(N5CC[C@@H](N(C)C)C5)cn3)C4)n[nH]c2c1, predict the reactants needed to synthesize it. The reactants are: CCc1cc(O)c(F)cc1-c1ccc2c(-c3nc4c([nH]3)CCN(C(=O)c3cnc(Cl)cn3)C4)n[nH]c2c1.CN(C)[C@@H]1CCNC1. (3) Given the product CC1(CO)Cc2nnc(-c3ccc(-c4ccc(F)cc4)cc3C(F)(F)F)n2CCS1, predict the reactants needed to synthesize it. The reactants are: CC1(CO[Si](C)(C)C(C)(C)C)Cc2nnc(-c3ccc(-c4ccc(F)cc4)cc3C(F)(F)F)n2CCS1. (4) Given the product N#Cc1ccc(Oc2ccc(Cl)c(C(F)(F)F)c2)cn1, predict the reactants needed to synthesize it. The reactants are: N#Cc1ccc(F)cn1.Oc1ccc(Cl)c(C(F)(F)F)c1. (5) Given the product CCN(CC)C/C=C\c1cc(F)ccc1S(=O)(=O)Nc1ccc2c(c1C(=O)O)CCn1nccc1-2, predict the reactants needed to synthesize it. The reactants are: CCN(CC)C/C=C\c1cc(F)ccc1S(=O)(=O)Nc1ccc2c(c1C(=O)OC)CCn1nccc1-2. (6) The reactants are: Clc1cc(NC2CCOCC2)c2[nH]c(C3=N[C@H](CCN4CCNCC4)CS3)cc2c1.O=C(O)Cn1cnnn1. Given the product O=C(Cn1cnnn1)N1CCN(CC[C@@H]2CSC(c3cc4cc(Cl)cc(NC5CCOCC5)c4[nH]3)=N2)CC1, predict the reactants needed to synthesize it. (7) Given the product NCC(=O)N(Cc1ccccc1)C1c2ccccc2OCC1Cc1ccccc1, predict the reactants needed to synthesize it. The reactants are: O=C1c2ccccc2C(=O)N1CC(=O)N(Cc1ccccc1)C1c2ccccc2OCC1Cc1ccccc1.